Dataset: Full USPTO retrosynthesis dataset with 1.9M reactions from patents (1976-2016). Task: Predict the reactants needed to synthesize the given product. (1) Given the product [Cl:18][C:17]1[C:16]([O:19][CH3:20])=[CH:15][C:14]([O:21][CH3:22])=[C:13]([Cl:23])[C:12]=1[C:10]1[C:9](=[O:24])[N:8]([CH2:25][CH2:26][CH2:27][N:28]2[CH2:29][CH2:30][N:31]([C:34]([O:36][C:37]([CH3:40])([CH3:39])[CH3:38])=[O:35])[CH2:32][CH2:33]2)[C:6]2[N:7]=[C:2]([NH:1][C:41]([O:42][CH3:43])=[O:44])[N:3]=[CH:4][C:5]=2[CH:11]=1, predict the reactants needed to synthesize it. The reactants are: [NH2:1][C:2]1[N:3]=[CH:4][C:5]2[CH:11]=[C:10]([C:12]3[C:17]([Cl:18])=[C:16]([O:19][CH3:20])[CH:15]=[C:14]([O:21][CH3:22])[C:13]=3[Cl:23])[C:9](=[O:24])[N:8]([CH2:25][CH2:26][CH2:27][N:28]3[CH2:33][CH2:32][N:31]([C:34]([O:36][C:37]([CH3:40])([CH3:39])[CH3:38])=[O:35])[CH2:30][CH2:29]3)[C:6]=2[N:7]=1.[C:41](=O)([O:44]C)[O:42][CH3:43].CC([O-])(C)C.[K+]. (2) The reactants are: [CH3:1][C:2]1[CH:11]=[N:10][C:9]2[C:4](=[CH:5][CH:6]=[CH:7][CH:8]=2)[N:3]=1.[N:12]1[C:21]2[C:16](=[CH:17][CH:18]=[CH:19][CH:20]=2)[N:15]=[CH:14][C:13]=1[CH:22]=[O:23]. Given the product [N:12]1[C:21]2[C:16](=[CH:17][CH:18]=[CH:19][CH:20]=2)[N:15]=[CH:14][C:13]=1[CH:22]([OH:23])[CH2:1][C:2]1[CH:11]=[N:10][C:9]2[C:4](=[CH:5][CH:6]=[CH:7][CH:8]=2)[N:3]=1, predict the reactants needed to synthesize it. (3) Given the product [Br:1][C:2]1[CH:3]=[C:4]([O:9][CH2:22][CH:23]([O:27][CH2:28][CH3:29])[O:24][CH2:25][CH3:26])[CH:5]=[CH:6][C:7]=1[CH3:8], predict the reactants needed to synthesize it. The reactants are: [Br:1][C:2]1[CH:3]=[C:4]([OH:9])[CH:5]=[CH:6][C:7]=1[CH3:8].C(=O)([O-])[O-].[K+].[K+].CN(C)C=O.Br[CH2:22][CH:23]([O:27][CH2:28][CH3:29])[O:24][CH2:25][CH3:26]. (4) Given the product [C:1]([N:16]([CH2:15][C:13]1[CH:12]=[CH:11][C:10]([CH2:30][CH2:31][C:32]([O:34][CH2:35][CH3:36])=[O:33])=[C:9]([F:8])[CH:14]=1)[C:17]1[CH:18]=[CH:19][CH:20]=[C:21]2[C:26]=1[N:25]([CH2:27][CH2:28][CH3:29])[CH2:24][CH2:23][CH2:22]2)(=[O:3])[CH3:2], predict the reactants needed to synthesize it. The reactants are: [C:1](OC(=O)C)(=[O:3])[CH3:2].[F:8][C:9]1[CH:14]=[C:13]([CH2:15][NH:16][C:17]2[CH:18]=[CH:19][CH:20]=[C:21]3[C:26]=2[N:25]([CH2:27][CH2:28][CH3:29])[CH2:24][CH2:23][CH2:22]3)[CH:12]=[CH:11][C:10]=1[CH2:30][CH2:31][C:32]([O:34][CH2:35][CH3:36])=[O:33].C(O)(=O)CC(CC(O)=O)(C(O)=O)O.